Predict which catalyst facilitates the given reaction. From a dataset of Catalyst prediction with 721,799 reactions and 888 catalyst types from USPTO. (1) Reactant: [OH:1][CH:2]([CH2:6][C:7]1[CH:12]=[CH:11][CH:10]=[CH:9][CH:8]=1)[C:3]([OH:5])=[O:4].O[CH:14](CC1C=CC(F)=CC=1)C(O)=O.CO.C[Si](C=[N+]=[N-])(C)C. Product: [OH:1][CH:2]([CH2:6][C:7]1[CH:12]=[CH:11][CH:10]=[CH:9][CH:8]=1)[C:3]([O:5][CH3:14])=[O:4]. The catalyst class is: 11. (2) Reactant: [CH2:1]([CH:3]([CH2:13][CH2:14][CH2:15][CH3:16])[CH2:4][O:5][CH2:6][CH:7]1[CH2:12][CH2:11][CH2:10][CH:9]=[CH:8]1)[CH3:2].ClC1C=CC=C(C(OO)=[O:25])C=1. Product: [CH2:1]([CH:3]([CH2:13][CH2:14][CH2:15][CH3:16])[CH2:4][O:5][CH2:6][CH:7]1[CH2:12][CH2:11][CH:10]2[CH:9]([O:25]2)[CH2:8]1)[CH3:2]. The catalyst class is: 2. (3) Reactant: [C:1]([CH:4]([CH2:17][CH2:18][CH2:19][CH2:20][C:21]#[N:22])[CH2:5][CH2:6][C:7]1[CH:16]=[CH:15][C:10]([C:11]([O:13][CH3:14])=[O:12])=[CH:9][CH:8]=1)(O)=[O:2].C(=O)(O)[O-]. Product: [C:21]([CH2:20][CH2:19][CH2:18][CH2:17][CH:4]([CH2:1][OH:2])[CH2:5][CH2:6][C:7]1[CH:16]=[CH:15][C:10]([C:11]([O:13][CH3:14])=[O:12])=[CH:9][CH:8]=1)#[N:22]. The catalyst class is: 1. (4) Reactant: P(Cl)(Cl)(Cl)(Cl)Cl.[CH3:7][N:8]1[CH2:13][CH2:12][N:11]([C:14]2[O:15][C:16]3[C:22]([Cl:23])=[CH:21][C:20]([Cl:24])=[CH:19][C:17]=3[N:18]=2)[CH2:10][CH2:9]1.SC1OC2C(Cl)=CC(Cl)=CC=2N=1.CN1CCNCC1. Product: [CH3:7][N:8]1[CH2:13][CH2:12][N:11]([C:14]2[O:15][C:16]3[C:22]([Cl:23])=[CH:21][C:20]([Cl:24])=[CH:19][C:17]=3[N:18]=2)[CH2:10][CH2:9]1. The catalyst class is: 11. (5) Reactant: [CH3:1][O:2][C:3]1[CH:10]=[CH:9][C:6]([CH:7]=[O:8])=[C:5]([N+:11]([O-])=O)[CH:4]=1. Product: [CH3:1][O:2][C:3]1[CH:10]=[CH:9][C:6]([CH:7]=[O:8])=[C:5]([NH2:11])[CH:4]=1. The catalyst class is: 19. (6) Reactant: [CH3:1][S:2][C:3](SC)=[C:4]([C:7]#[N:8])[C:5]#[N:6].O.[NH2:12][NH2:13]. Product: [NH2:8][C:7]1[C:4]([C:5]#[N:6])=[C:3]([S:2][CH3:1])[NH:13][N:12]=1. The catalyst class is: 14. (7) Reactant: [Cl:1][C:2]1[CH:3]=[C:4]2[C:10]([C:11]3[N:16]=[C:15](S(C)=O)[C:14]([F:20])=[CH:13][N:12]=3)=[CH:9][N:8]([S:21]([C:24]3[CH:29]=[CH:28][C:27]([CH3:30])=[CH:26][CH:25]=3)(=[O:23])=[O:22])[C:5]2=[N:6][CH:7]=1.[NH2:31][CH:32]1[CH2:37][CH2:36][CH2:35][CH2:34][C:33]1([CH3:39])[OH:38].CCN(C(C)C)C(C)C.[Na+].[Cl-]. Product: [Cl:1][C:2]1[CH:3]=[C:4]2[C:10]([C:11]3[N:16]=[C:15]([NH:31][CH:32]4[CH2:37][CH2:36][CH2:35][CH2:34][C:33]4([CH3:39])[OH:38])[C:14]([F:20])=[CH:13][N:12]=3)=[CH:9][N:8]([S:21]([C:24]3[CH:29]=[CH:28][C:27]([CH3:30])=[CH:26][CH:25]=3)(=[O:23])=[O:22])[C:5]2=[N:6][CH:7]=1. The catalyst class is: 3. (8) Product: [Cl:1][C:2]1[CH:3]=[CH:4][C:5]([C:8]2[CH2:13][CH2:12][N:11]([C:14]([O:16][C:17]([CH3:20])([CH3:19])[CH3:18])=[O:15])[CH2:10][C:9]=2[CH2:21][OH:22])=[CH:6][CH:7]=1. The catalyst class is: 280. Reactant: [Cl:1][C:2]1[CH:7]=[CH:6][C:5]([C:8]2[CH2:13][CH2:12][N:11]([C:14]([O:16][C:17]([CH3:20])([CH3:19])[CH3:18])=[O:15])[CH2:10][C:9]=2[C:21](OC)=[O:22])=[CH:4][CH:3]=1.[H-].[H-].[H-].[H-].[Li+].[Al+3].Cl. (9) The catalyst class is: 4. Product: [C:16]([C:4]1[CH:3]=[C:2]([Cl:1])[N:7]=[N:6][C:5]=1[C:14]([NH:12][NH2:25])=[O:15])(=[O:20])[CH3:17]. Reactant: [Cl:1][C:2]1[N:7]=[N:6][C:5](C(O)=O)=[CH:4][CH:3]=1.C[N:12]([CH:14]=[O:15])C.[C:16](Cl)(=[O:20])[C:17](Cl)=O.C([N:25](CC)C(C)C)(C)C. (10) The catalyst class is: 174. Product: [CH3:32][C:28]1[CH:27]=[C:26]([C:24]2[O:23][N:22]=[C:21]([CH:19]([N:16]3[CH2:15][CH2:14][NH:13][CH2:18][CH2:17]3)[CH3:20])[N:25]=2)[CH:31]=[CH:30][CH:29]=1. Reactant: [N+](C1C=CC=CC=1S([N:13]1[CH2:18][CH2:17][N:16]([CH:19]([C:21]2[N:25]=[C:24]([C:26]3[CH:31]=[CH:30][CH:29]=[C:28]([CH3:32])[CH:27]=3)[O:23][N:22]=2)[CH3:20])[CH2:15][CH2:14]1)(=O)=O)([O-])=O.[Li+].[OH-].SCC(O)=O.